This data is from Forward reaction prediction with 1.9M reactions from USPTO patents (1976-2016). The task is: Predict the product of the given reaction. (1) Given the reactants Cl[C:2]1[CH:3]=[C:4]([NH:10][C:11]2[CH:16]=[CH:15][C:14]([C:17]([N:19]3[CH2:24][CH2:23][O:22][CH2:21][CH2:20]3)=[O:18])=[CH:13][N:12]=2)[C:5](=[O:9])[N:6]([CH3:8])[CH:7]=1.B1(B2OC(C)(C)C(C)(C)O2)OC(C)(C)C(C)(C)O1.CC(C1C=C(C(C)C)C(C2C=CC=CC=2P(C2CCCCC2)C2CCCCC2)=C(C(C)C)C=1)C.CC([O-])=O.[K+].Br[C:83]1[CH:90]=[CH:89][CH:88]=[C:87]([N:91]2[CH2:100][CH2:99][C:98]3[C:93](=[CH:94][N:95]=[C:96]([C:101]([CH3:104])([CH3:103])[CH3:102])[CH:97]=3)[C:92]2=[O:105])[C:84]=1[CH:85]=[O:86].C([O-])([O-])=O.[K+].[K+].P(C1CCCCC1)(C1CCCCC1)C1CCCCC1, predict the reaction product. The product is: [C:101]([C:96]1[CH:97]=[C:98]2[C:93](=[CH:94][N:95]=1)[C:92](=[O:105])[N:91]([C:87]1[CH:88]=[CH:89][CH:90]=[C:83]([C:2]3[CH:3]=[C:4]([NH:10][C:11]4[CH:16]=[CH:15][C:14]([C:17]([N:19]5[CH2:24][CH2:23][O:22][CH2:21][CH2:20]5)=[O:18])=[CH:13][N:12]=4)[C:5](=[O:9])[N:6]([CH3:8])[CH:7]=3)[C:84]=1[CH:85]=[O:86])[CH2:100][CH2:99]2)([CH3:104])([CH3:102])[CH3:103]. (2) Given the reactants [NH2:1][CH2:2][C:3]1[C:8]([F:9])=[CH:7][C:6]([F:10])=[CH:5][C:4]=1[NH2:11].[C:12]1(=[O:18])[NH:16][C:15](=[O:17])[CH:14]=[CH:13]1, predict the reaction product. The product is: [NH2:11][C:4]1[CH:5]=[C:6]([F:10])[CH:7]=[C:8]([F:9])[C:3]=1[CH2:2][NH:1][CH:14]1[CH2:13][C:12](=[O:18])[NH:16][C:15]1=[O:17]. (3) The product is: [O:10]1[CH2:11][CH:8]([C:6]2[CH:7]=[C:2]([B:12]([OH:16])[OH:13])[CH:3]=[N:4][CH:5]=2)[CH2:9]1. Given the reactants Br[C:2]1[CH:3]=[N:4][CH:5]=[C:6]([CH:8]2[CH2:11][O:10][CH2:9]2)[CH:7]=1.[B:12]1(B2OC(C)(C)C(C)(C)O2)[O:16]C(C)(C)C(C)(C)[O:13]1.C1(P(C2CCCCC2)C2CCCCC2)CCCCC1.C([O-])(=O)C.[K+], predict the reaction product. (4) Given the reactants [H-].[Na+].[CH2:3]([OH:10])[C:4]1[CH:9]=[CH:8][CH:7]=[CH:6][CH:5]=1.[Cl:11][C:12]1[N:17]=[C:16](Cl)[CH:15]=[CH:14][N:13]=1, predict the reaction product. The product is: [CH2:3]([O:10][C:14]1[CH:15]=[CH:16][N:17]=[C:12]([Cl:11])[N:13]=1)[C:4]1[CH:9]=[CH:8][CH:7]=[CH:6][CH:5]=1. (5) Given the reactants [C:1]([C:5]1[O:9][N:8]=[C:7]([NH:10][C:11]([NH:13][C:14]2[CH:19]=[CH:18][C:17]([C:20]3[N:21]=[C:22]4[N:26]([CH:27]=3)[C:25]3[CH:28]=[CH:29][C:30]([O:32][CH2:33][CH2:34]Cl)=[CH:31][C:24]=3[S:23]4)=[CH:16][CH:15]=2)=[O:12])[CH:6]=1)([CH3:4])([CH3:3])[CH3:2].[CH2:36]([CH2:38][NH2:39])[OH:37].C(=O)([O-])[O-].[K+].[K+].[I-].[Na+], predict the reaction product. The product is: [C:1]([C:5]1[O:9][N:8]=[C:7]([NH:10][C:11]([NH:13][C:14]2[CH:19]=[CH:18][C:17]([C:20]3[N:21]=[C:22]4[N:26]([CH:27]=3)[C:25]3[CH:28]=[CH:29][C:30]([O:32][CH2:33][CH2:34][NH:39][CH2:38][CH2:36][OH:37])=[CH:31][C:24]=3[S:23]4)=[CH:16][CH:15]=2)=[O:12])[CH:6]=1)([CH3:4])([CH3:3])[CH3:2].